This data is from Full USPTO retrosynthesis dataset with 1.9M reactions from patents (1976-2016). The task is: Predict the reactants needed to synthesize the given product. (1) Given the product [Br:1][C:2]1[C:7]2[N:8]=[C:9]([S:11][CH3:12])[S:10][C:6]=2[CH:5]=[C:4]([CH2:13][NH:14][C:15]2[C:20]([NH2:21])=[CH:19][CH:18]=[CH:17][N:16]=2)[CH:3]=1, predict the reactants needed to synthesize it. The reactants are: [Br:1][C:2]1[C:7]2[N:8]=[C:9]([S:11][CH3:12])[S:10][C:6]=2[CH:5]=[C:4]([CH2:13][NH:14][C:15]2[C:20]([N+:21]([O-])=O)=[CH:19][CH:18]=[CH:17][N:16]=2)[CH:3]=1.BrC1C(OC)=CC(NCC2C=CC3N=C(SC)SC=3C=2)=C([N+]([O-])=O)C=1. (2) Given the product [C:18]([Si:22]([C:29]1[CH:34]=[CH:33][CH:32]=[CH:31][CH:30]=1)([C:23]1[CH:24]=[CH:25][CH:26]=[CH:27][CH:28]=1)[O:1][CH2:2][CH2:3][N:4]1[CH2:9][CH2:8][CH2:7][NH:6][C:5]1=[O:10])([CH3:21])([CH3:19])[CH3:20], predict the reactants needed to synthesize it. The reactants are: [OH:1][CH2:2][CH2:3][N:4]1[CH2:9][CH2:8][CH2:7][NH:6][C:5]1=[O:10].C(N(CC)CC)C.[C:18]([Si:22](Cl)([C:29]1[CH:34]=[CH:33][CH:32]=[CH:31][CH:30]=1)[C:23]1[CH:28]=[CH:27][CH:26]=[CH:25][CH:24]=1)([CH3:21])([CH3:20])[CH3:19].O.